This data is from Peptide-MHC class I binding affinity with 185,985 pairs from IEDB/IMGT. The task is: Regression. Given a peptide amino acid sequence and an MHC pseudo amino acid sequence, predict their binding affinity value. This is MHC class I binding data. (1) The peptide sequence is ETACLGKSY. The binding affinity (normalized) is 0.634. The MHC is HLA-A26:01 with pseudo-sequence HLA-A26:01. (2) The peptide sequence is GEIPFYGKAI. The MHC is H-2-Kk with pseudo-sequence H-2-Kk. The binding affinity (normalized) is 0.781. (3) The peptide sequence is CRRPGNKTVL. The MHC is HLA-B27:05 with pseudo-sequence HLA-B27:05. The binding affinity (normalized) is 0.389.